Predict the product of the given reaction. From a dataset of Forward reaction prediction with 1.9M reactions from USPTO patents (1976-2016). (1) Given the reactants [CH3:1][O:2][C:3](=[O:27])[C:4](O)([C:22]([F:25])([F:24])[F:23])[C:5]1[C:9](=[O:10])[N:8]([C:11]2[CH:16]=[CH:15][C:14]([C:17]([F:20])([F:19])[F:18])=[CH:13][CH:12]=2)[NH:7][C:6]=1[CH3:21].S(Cl)(Cl)=O, predict the reaction product. The product is: [CH3:1][O:2][C:3](=[O:27])[C:4](=[C:5]1[C:9](=[O:10])[N:8]([C:11]2[CH:16]=[CH:15][C:14]([C:17]([F:19])([F:20])[F:18])=[CH:13][CH:12]=2)[N:7]=[C:6]1[CH3:21])[C:22]([F:25])([F:24])[F:23]. (2) Given the reactants C[Mg]Br.[C:4]1(C)C=CC=CC=1.C1COCC1.[C:16]1([CH3:32])[CH:21]=[CH:20][CH:19]=[C:18]([N:22]2[N:26]=[N:25][C:24]([C:27](OCC)=[O:28])=[N:23]2)[CH:17]=1.CC(O)=O.C(=O)([O-])[O-].[K+].[K+], predict the reaction product. The product is: [C:16]1([CH3:32])[CH:21]=[CH:20][CH:19]=[C:18]([N:22]2[N:26]=[N:25][C:24]([C:27](=[O:28])[CH3:4])=[N:23]2)[CH:17]=1. (3) Given the reactants [CH:1]([C@@H:4]1[CH2:9][CH2:8][C@@H:7]([CH3:10])[CH2:6][C@H:5]1[OH:11])([CH3:3])[CH3:2].[NH2:12][C:13]1[CH:20]=[CH:19][CH:18]=[C:17](F)[C:14]=1[C:15]#[N:16], predict the reaction product. The product is: [NH2:12][C:13]1[CH:20]=[CH:19][CH:18]=[C:17]([O:11][C@@H:5]2[CH2:6][C@H:7]([CH3:10])[CH2:8][CH2:9][C@H:4]2[CH:1]([CH3:3])[CH3:2])[C:14]=1[C:15]#[N:16]. (4) Given the reactants Cl[C:2]1[CH:7]=[CH:6][N:5]=[CH:4][C:3]=1[N+:8]([O-:10])=[O:9].[OH:11][C@@H:12]1[CH2:17][CH2:16][CH2:15][NH:14][CH2:13]1.C(N(CC)CC)C, predict the reaction product. The product is: [N+:8]([C:3]1[CH:4]=[N:5][CH:6]=[CH:7][C:2]=1[N:14]1[CH2:15][CH2:16][CH2:17][C@@H:12]([OH:11])[CH2:13]1)([O-:10])=[O:9]. (5) The product is: [Br:1][C:2]1[CH:3]=[CH:4][C:5]([CH2:11][CH2:12][C:13]2[CH:18]=[CH:17][CH:16]=[C:15]([O:19][CH3:20])[C:14]=2[CH3:21])=[C:6]([CH2:8][C:9]([OH:23])=[O:27])[CH:7]=1. Given the reactants [Br:1][C:2]1[CH:3]=[CH:4][C:5]([CH2:11][CH2:12][C:13]2[CH:18]=[CH:17][CH:16]=[C:15]([O:19][CH3:20])[C:14]=2[CH3:21])=[C:6]([CH2:8][C:9]#N)[CH:7]=1.S(=O)(=O)(O)[OH:23].[OH2:27], predict the reaction product.